This data is from Forward reaction prediction with 1.9M reactions from USPTO patents (1976-2016). The task is: Predict the product of the given reaction. (1) Given the reactants [CH3:1][O:2][CH2:3][O:4][C:5]1[CH:10]=[CH:9][C:8]([C:11]2[C:15]([C:16]3[CH:21]=[CH:20][CH:19]=[CH:18][CH:17]=3)=[C:14]([C:22]3([CH2:25][C:26]#[N:27])[CH2:24][CH2:23]3)[O:13][N:12]=2)=[CH:7][CH:6]=1.C([Sn](=O)CCCC)CCC.[N:38]([Si](C)(C)C)=[N+:39]=[N-:40], predict the reaction product. The product is: [CH3:1][O:2][CH2:3][O:4][C:5]1[CH:6]=[CH:7][C:8]([C:11]2[C:15]([C:16]3[CH:17]=[CH:18][CH:19]=[CH:20][CH:21]=3)=[C:14]([C:22]3([CH2:25][C:26]4[NH:40][N:39]=[N:38][N:27]=4)[CH2:23][CH2:24]3)[O:13][N:12]=2)=[CH:9][CH:10]=1. (2) Given the reactants [Cl:1][CH2:2][CH2:3][CH2:4][CH2:5][N:6]1[CH:11]=[C:10]([C:12]2[CH:17]=[CH:16][N:15]=[C:14]([CH3:18])[CH:13]=2)[C:9](=[O:19])[NH:8][C:7]1=[O:20].[F:21][C:22]([F:36])([F:35])[C:23]1[CH:28]=[CH:27][C:26]([C@:29]23[CH2:34][C@H:33]2[CH2:32][NH:31][CH2:30]3)=[CH:25][CH:24]=1, predict the reaction product. The product is: [ClH:1].[ClH:1].[CH3:18][C:14]1[CH:13]=[C:12]([C:10]2[C:9](=[O:19])[NH:8][C:7](=[O:20])[N:6]([CH2:5][CH2:4][CH2:3][CH2:2][N:31]3[CH2:32][C@H:33]4[C@:29]([C:26]5[CH:25]=[CH:24][C:23]([C:22]([F:21])([F:36])[F:35])=[CH:28][CH:27]=5)([CH2:34]4)[CH2:30]3)[CH:11]=2)[CH:17]=[CH:16][N:15]=1. (3) Given the reactants CN([CH:9]=[O:10])C1C=CC=CC=1.P(Cl)(Cl)(Cl)=O.[CH2:16]([O:23][C:24]1[CH:29]=[CH:28][CH:27]=[C:26]([CH:30]([CH3:32])[CH3:31])[CH:25]=1)[C:17]1[CH:22]=[CH:21][CH:20]=[CH:19][CH:18]=1, predict the reaction product. The product is: [CH2:16]([O:23][C:24]1[CH:29]=[CH:28][C:27]([CH:9]=[O:10])=[C:26]([CH:30]([CH3:32])[CH3:31])[CH:25]=1)[C:17]1[CH:18]=[CH:19][CH:20]=[CH:21][CH:22]=1. (4) Given the reactants [F:1][C:2]([F:37])([F:36])[C:3]([NH:5][C:6]1[CH:35]=[CH:34][CH:33]=[CH:32][C:7]=1[C:8]([NH:10][CH:11]([C:13]1[N:18]=[N:17][C:16]([NH:19][C:20]2[CH:25]=[C:24]([O:26][CH3:27])[C:23]([O:28][CH3:29])=[C:22]([O:30][CH3:31])[CH:21]=2)=[N:15][CH:14]=1)[CH3:12])=O)=[O:4].P(Cl)(Cl)(Cl)=O, predict the reaction product. The product is: [F:1][C:2]([F:37])([F:36])[C:3]([NH:5][C:6]1[CH:35]=[CH:34][CH:33]=[CH:32][C:7]=1[C:8]1[N:18]2[C:13]([CH:14]=[N:15][C:16]([NH:19][C:20]3[CH:25]=[C:24]([O:26][CH3:27])[C:23]([O:28][CH3:29])=[C:22]([O:30][CH3:31])[CH:21]=3)=[N:17]2)=[C:11]([CH3:12])[N:10]=1)=[O:4].